Task: Predict the reactants needed to synthesize the given product.. Dataset: Full USPTO retrosynthesis dataset with 1.9M reactions from patents (1976-2016) (1) The reactants are: [Br:1][C:2]1[O:6][C:5]([CH:7]2[CH2:9][CH2:8]2)=[N:4][C:3]=1[CH2:10][OH:11].[C:12]([C:16]1[CH:21]=[CH:20][C:19](O)=[CH:18][CH:17]=1)([O:14][CH3:15])=[O:13].C1C=CC(P(C2C=CC=CC=2)C2C=CC=CC=2)=CC=1.CC(OC(/N=N/C(OC(C)C)=O)=O)C. Given the product [Br:1][C:2]1[O:6][C:5]([CH:7]2[CH2:8][CH2:9]2)=[N:4][C:3]=1[CH2:10][O:11][C:19]1[CH:20]=[CH:21][C:16]([C:12]([O:14][CH3:15])=[O:13])=[CH:17][CH:18]=1, predict the reactants needed to synthesize it. (2) Given the product [Na+:2].[Cl:3][C:4]1[C:9]2[O:10][C:11]3[C:20]([CH3:21])=[CH:19][C:18]([C:22]([O-:24])=[O:23])=[CH:17][C:12]=3[S:13](=[O:15])(=[O:16])[CH2:14][C:8]=2[CH:7]=[C:6]([NH:25][CH:26]=[O:27])[CH:5]=1, predict the reactants needed to synthesize it. The reactants are: [OH-].[Na+:2].[Cl:3][C:4]1[C:9]2[O:10][C:11]3[C:20]([CH3:21])=[CH:19][C:18]([C:22]([OH:24])=[O:23])=[CH:17][C:12]=3[S:13](=[O:16])(=[O:15])[CH2:14][C:8]=2[CH:7]=[C:6]([NH:25][CH:26]=[O:27])[CH:5]=1. (3) Given the product [F:1][C:2]1[CH:3]=[C:4]([C:8]2[C:17]3[O:16][CH2:15][CH2:14][NH:13][CH2:12][C:11]=3[S:10][CH:9]=2)[CH:5]=[CH:6][CH:7]=1, predict the reactants needed to synthesize it. The reactants are: [F:1][C:2]1[CH:3]=[C:4]([C:8]2[C:17]3[O:16][CH2:15][CH2:14][N:13](C(OC(C)(C)C)=O)[CH2:12][C:11]=3[S:10][CH:9]=2)[CH:5]=[CH:6][CH:7]=1.C(OCC)(=O)C.Cl. (4) Given the product [F:1][C:2]1[CH:7]=[CH:6][C:5]([C:8]2[N:18]=[C:17]([C:14](=[O:16])[CH3:15])[S:10][N:9]=2)=[CH:4][CH:3]=1, predict the reactants needed to synthesize it. The reactants are: [F:1][C:2]1[CH:7]=[CH:6][C:5]([C:8]2OC(=O)[S:10][N:9]=2)=[CH:4][CH:3]=1.[C:14]([C:17]#[N:18])(=[O:16])[CH3:15]. (5) Given the product [Cl:1][C:2]1[C:3]([F:12])=[CH:4][C:5]([NH2:9])=[C:6]([F:8])[CH:7]=1, predict the reactants needed to synthesize it. The reactants are: [Cl:1][C:2]1[CH:7]=[C:6]([F:8])[C:5]([N+:9]([O-])=O)=[CH:4][C:3]=1[F:12]. (6) Given the product [NH:6]1[C:5]2[C:3](=[O:4])[NH:14][NH:15][C:10](=[O:12])[C:9]=2[N:8]=[CH:7]1, predict the reactants needed to synthesize it. The reactants are: CO[C:3]([C:5]1[N:6]=[CH:7][NH:8][C:9]=1[C:10]([O:12]C)=O)=[O:4].[NH2:14][NH2:15]. (7) Given the product [OH:6][C:7]1[CH:15]=[C:14]2[C:10]([CH:11]=[C:12]([C:16]([O:18][CH3:21])=[O:17])[NH:13]2)=[CH:9][CH:8]=1, predict the reactants needed to synthesize it. The reactants are: S(=O)(=O)(O)O.[OH:6][C:7]1[CH:15]=[C:14]2[C:10]([CH:11]=[C:12]([C:16]([OH:18])=[O:17])[NH:13]2)=[CH:9][CH:8]=1.[OH-].[K+].[CH3:21]O. (8) Given the product [CH2:4]1[C:8]2[CH:9]=[CH:10][C:11]([CH:13]=[N:17][OH:16])=[CH:12][C:7]=2[CH2:6][O:5]1, predict the reactants needed to synthesize it. The reactants are: C(O)C.[CH2:4]1[C:8]2[CH:9]=[CH:10][C:11]([CH:13]=O)=[CH:12][C:7]=2[CH2:6][O:5]1.Cl.[OH:16][NH2:17].C([O-])(=O)C.[Na+]. (9) Given the product [C:52]([O:51][C:50](=[O:56])[NH:49][CH2:48][CH2:47][O:46][CH2:45][CH2:44][O:43][CH2:42][CH2:41][O:19][C:16]1[CH:17]=[CH:18][C:13]2[N:12]3[C:20]([CH3:23])=[N:21][N:22]=[C:11]3[C@H:10]([CH2:24][C:25]([NH:27][CH2:28][CH3:29])=[O:26])[N:9]=[C:8]([C:5]3[CH:6]=[CH:7][C:2]([Cl:1])=[CH:3][CH:4]=3)[C:14]=2[CH:15]=1)([CH3:55])([CH3:54])[CH3:53], predict the reactants needed to synthesize it. The reactants are: [Cl:1][C:2]1[CH:7]=[CH:6][C:5]([C:8]2[C:14]3[CH:15]=[C:16]([OH:19])[CH:17]=[CH:18][C:13]=3[N:12]3[C:20]([CH3:23])=[N:21][N:22]=[C:11]3[C@H:10]([CH2:24][C:25]([NH:27][CH2:28][CH3:29])=[O:26])[N:9]=2)=[CH:4][CH:3]=1.C(=O)([O-])[O-].[K+].[K+].CS(O[CH2:41][CH2:42][O:43][CH2:44][CH2:45][O:46][CH2:47][CH2:48][NH:49][C:50](=[O:56])[O:51][C:52]([CH3:55])([CH3:54])[CH3:53])(=O)=O. (10) The reactants are: BrCCBr.Br[CH2:6][CH2:7][C:8]1[CH:13]=[CH:12][CH:11]=[C:10]([F:14])[C:9]=1[F:15]. Given the product [CH2:7]([C:8]1[CH:13]=[CH:12][CH:11]=[C:10]([F:14])[C:9]=1[F:15])[CH3:6], predict the reactants needed to synthesize it.